This data is from Forward reaction prediction with 1.9M reactions from USPTO patents (1976-2016). The task is: Predict the product of the given reaction. Given the reactants F[C:2]1[CH:9]=[CH:8][C:7]([N+:10]([O-:12])=[O:11])=[CH:6][C:3]=1[CH2:4][OH:5].[CH3:13][N:14]1[CH2:19][CH2:18][NH:17][CH2:16][CH2:15]1, predict the reaction product. The product is: [CH3:13][N:14]1[CH2:19][CH2:18][N:17]([C:2]2[CH:9]=[CH:8][C:7]([N+:10]([O-:12])=[O:11])=[CH:6][C:3]=2[CH2:4][OH:5])[CH2:16][CH2:15]1.